Task: Regression. Given a peptide amino acid sequence and an MHC pseudo amino acid sequence, predict their binding affinity value. This is MHC class II binding data.. Dataset: Peptide-MHC class II binding affinity with 134,281 pairs from IEDB (1) The peptide sequence is GELQIVDKITAAFKI. The MHC is DRB1_1501 with pseudo-sequence DRB1_1501. The binding affinity (normalized) is 0.432. (2) The peptide sequence is ALSDPYLSFAAALNG. The MHC is DRB1_0701 with pseudo-sequence DRB1_0701. The binding affinity (normalized) is 0.523.